This data is from Full USPTO retrosynthesis dataset with 1.9M reactions from patents (1976-2016). The task is: Predict the reactants needed to synthesize the given product. (1) Given the product [OH:11][C:9]1[C:8]([C:1](=[O:2])[CH3:3])=[N:7][N:6]([CH3:5])[CH:10]=1, predict the reactants needed to synthesize it. The reactants are: [CH:1]([CH:3]=O)=[O:2].[CH3:5][NH:6][N:7]=[CH:8][C:9](=[O:11])[CH3:10]. (2) Given the product [F:1][C:2]1[C:7]([OH:8])=[C:6]([F:10])[CH:5]=[CH:4][C:3]=1[CH:11]([NH:22][C:23]1[CH:32]=[CH:31][CH:30]=[C:29]2[C:24]=1[CH:25]=[CH:26][C:27]([CH3:33])=[N:28]2)[C:12]([CH2:18][S:19][CH2:20][CH3:21])([C:14]([F:16])([F:15])[F:17])[OH:13], predict the reactants needed to synthesize it. The reactants are: [F:1][C:2]1[C:7]([O:8]C)=[C:6]([F:10])[CH:5]=[CH:4][C:3]=1[CH:11]([NH:22][C:23]1[CH:32]=[CH:31][CH:30]=[C:29]2[C:24]=1[CH:25]=[CH:26][C:27]([CH3:33])=[N:28]2)[C:12]([CH2:18][S:19][CH2:20][CH3:21])([C:14]([F:17])([F:16])[F:15])[OH:13].B(Br)(Br)Br. (3) Given the product [C:1]([N:4]1[C:13]2[C:8](=[CH:9][C:10]([C:14]3[CH:22]=[CH:21][C:17]([C:18]([NH:53][CH2:54][C@H:55]([OH:58])[CH2:56][OH:57])=[O:19])=[CH:16][CH:15]=3)=[CH:11][CH:12]=2)[C@H:7]([NH:23][C:24]2[CH:29]=[CH:28][CH:27]=[CH:26][N:25]=2)[CH2:6][C@@H:5]1[CH3:30])(=[O:3])[CH3:2], predict the reactants needed to synthesize it. The reactants are: [C:1]([N:4]1[C:13]2[C:8](=[CH:9][C:10]([C:14]3[CH:22]=[CH:21][C:17]([C:18](O)=[O:19])=[CH:16][CH:15]=3)=[CH:11][CH:12]=2)[C@H:7]([NH:23][C:24]2[CH:29]=[CH:28][CH:27]=[CH:26][N:25]=2)[CH2:6][C@@H:5]1[CH3:30])(=[O:3])[CH3:2].C(Cl)CCl.C1C=CC2N(O)N=NC=2C=1.C(N1CCOCC1)C.[NH2:53][CH2:54][C@H:55]([OH:58])[CH2:56][OH:57]. (4) The reactants are: CCCC[N+](CCCC)(CCCC)CCCC.[F-].[CH3:19][O:20][C@:21]1([C:39]2[CH:48]=[CH:47][C:46]3[C:41](=[CH:42][C:43]([CH:49]=[CH2:50])=[CH:44][CH:45]=3)[CH:40]=2)[CH2:25][N:24](C(OCC[Si](C)(C)C)=O)[C@H:23]([C:35]([O:37][CH3:38])=[O:36])[CH2:22]1. Given the product [CH3:19][O:20][C@:21]1([C:39]2[CH:48]=[CH:47][C:46]3[C:41](=[CH:42][C:43]([CH:49]=[CH2:50])=[CH:44][CH:45]=3)[CH:40]=2)[CH2:25][NH:24][C@H:23]([C:35]([O:37][CH3:38])=[O:36])[CH2:22]1, predict the reactants needed to synthesize it. (5) Given the product [C:19]([Si:16]([O:15][CH2:14][CH2:13][O:11][C:3]1[CH:4]=[C:5]([N+:8]([O-:10])=[O:9])[CH:6]=[CH:7][C:2]=1[Cl:1])([CH3:18])[CH3:17])([CH3:22])([CH3:21])[CH3:20], predict the reactants needed to synthesize it. The reactants are: [Cl:1][C:2]1[CH:7]=[CH:6][C:5]([N+:8]([O-:10])=[O:9])=[CH:4][C:3]=1[OH:11].Br[CH2:13][CH2:14][O:15][Si:16]([C:19]([CH3:22])([CH3:21])[CH3:20])([CH3:18])[CH3:17].C(=O)([O-])[O-].[K+].[K+]. (6) Given the product [Cl:38][C:9]1[N:8]([CH2:1][C:2]2[CH:7]=[CH:6][C:5]([Cl:39])=[CH:4][CH:3]=2)[C:16]2[C:15](=[O:17])[N:14]([CH2:18][CH2:19][CH2:20][OH:21])[C:13](=[O:29])[NH:12][C:11]=2[N:10]=1, predict the reactants needed to synthesize it. The reactants are: [CH2:1]([N:8]1[C:16]2[C:15](=[O:17])[N:14]([CH2:18][CH2:19][CH2:20][O:21][Si](C(C)(C)C)(C)C)[C:13](=[O:29])[N:12](COCC[Si](C)(C)C)[C:11]=2[N:10]=[C:9]1[Cl:38])[C:2]1[CH:7]=[CH:6][CH:5]=[CH:4][CH:3]=1.[ClH:39]. (7) Given the product [C:1]([O:5][C:6]([N:8]1[CH2:13][CH:12]([CH3:14])[N:11]2[C:15]([C:18]([F:19])([F:20])[F:21])=[N:16][N:17]=[C:10]2[CH:9]1[CH3:22])=[O:7])([CH3:2])([CH3:3])[CH3:4], predict the reactants needed to synthesize it. The reactants are: [C:1]([O:5][C:6]([N:8]1[CH2:13][CH:12]([CH3:14])[N:11]2[C:15]([C:18]([F:21])([F:20])[F:19])=[N:16][N:17]=[C:10]2[CH2:9]1)=[O:7])([CH3:4])([CH3:3])[CH3:2].[CH3:22]N(C)CCN(C)C.C([Li])CCC.IC. (8) Given the product [NH2:7][CH:8]([CH:11]1[CH2:13][C:12]1([Cl:15])[Cl:14])[CH2:9][OH:10], predict the reactants needed to synthesize it. The reactants are: C(OC(=O)[NH:7][C@H:8]([C@H:11]1[CH2:13][C:12]1([Cl:15])[Cl:14])[CH2:9][OH:10])(C)(C)C.O1CCOCC1. (9) Given the product [Br:19][CH2:11][C:8]1[C:4]2[N:5]=[CH:6][N:7]=[C:2]([Cl:1])[C:3]=2[S:10][CH:9]=1, predict the reactants needed to synthesize it. The reactants are: [Cl:1][C:2]1[C:3]2[S:10][CH:9]=[C:8]([CH3:11])[C:4]=2[N:5]=[CH:6][N:7]=1.C1C(=O)N([Br:19])C(=O)C1.C(OOC(=O)C1C=CC=CC=1)(=O)C1C=CC=CC=1. (10) Given the product [F:20][CH:2]([F:1])[O:3][C:4]1[CH:9]=[CH:8][C:7]([N:10]2[CH:14]=[CH:13][C:12]([C:15]([OH:17])=[O:16])=[N:11]2)=[CH:6][CH:5]=1, predict the reactants needed to synthesize it. The reactants are: [F:1][CH:2]([F:20])[O:3][C:4]1[CH:9]=[CH:8][C:7]([N:10]2[CH:14]=[CH:13][C:12]([C:15]([O:17]CC)=[O:16])=[N:11]2)=[CH:6][CH:5]=1.CO.O.